From a dataset of Peptide-MHC class I binding affinity with 185,985 pairs from IEDB/IMGT. Regression. Given a peptide amino acid sequence and an MHC pseudo amino acid sequence, predict their binding affinity value. This is MHC class I binding data. The peptide sequence is CTSSTCMMCY. The MHC is HLA-A30:02 with pseudo-sequence HLA-A30:02. The binding affinity (normalized) is 0.427.